This data is from Full USPTO retrosynthesis dataset with 1.9M reactions from patents (1976-2016). The task is: Predict the reactants needed to synthesize the given product. (1) Given the product [CH2:20]([C:3]1([CH2:1][CH3:2])[C:11]2[C:6](=[CH:7][C:8]([N+:22]([O-:24])=[O:23])=[C:9]([NH:12][C:13](=[O:15])[CH3:14])[CH:10]=2)[N:5]([CH:16]([CH3:17])[CH3:18])[C:4]1=[O:19])[CH3:21].[CH2:20]([C:3]1([CH2:1][CH3:2])[C:11]2[C:6](=[C:7]([N+:22]([O-:25])=[O:23])[CH:8]=[C:9]([NH:12][C:13](=[O:15])[CH3:14])[CH:10]=2)[N:5]([CH:16]([CH3:17])[CH3:18])[C:4]1=[O:19])[CH3:21], predict the reactants needed to synthesize it. The reactants are: [CH2:1]([C:3]1([CH2:20][CH3:21])[C:11]2[C:6](=[CH:7][CH:8]=[C:9]([NH:12][C:13](=[O:15])[CH3:14])[CH:10]=2)[N:5]([CH:16]([CH3:18])[CH3:17])[C:4]1=[O:19])[CH3:2].[N+:22]([O-:25])([OH:24])=[O:23]. (2) Given the product [Cl:1][C:2]1[N:10]=[C:9]2[C:5]([N:6]=[CH:7][N:8]2[CH:11]2[CH2:15][CH2:14][CH2:13][CH2:12]2)=[C:4]([NH:27][CH2:26][CH2:25][C:22]2[CH:23]=[CH:24][C:19]([O:18][CH3:17])=[CH:20][CH:21]=2)[N:3]=1, predict the reactants needed to synthesize it. The reactants are: [Cl:1][C:2]1[N:10]=[C:9]2[C:5]([N:6]=[CH:7][N:8]2[CH:11]2[CH2:15][CH2:14][CH2:13][CH2:12]2)=[C:4](Cl)[N:3]=1.[CH3:17][O:18][C:19]1[CH:24]=[CH:23][C:22]([CH2:25][CH2:26][NH2:27])=[CH:21][CH:20]=1. (3) The reactants are: [NH2:1][C:2](=O)[CH2:3][C:4]1[C:5]([Cl:33])=[N:6][C:7]([CH2:13][C:14]2[CH:19]=[CH:18][C:17]([NH:20][C:21]([C:23]3[CH:32]=[CH:31][C:30]4[C:25](=[CH:26][CH:27]=[CH:28][CH:29]=4)[CH:24]=3)=[O:22])=[CH:16][CH:15]=2)=[N:8][C:9]=1[N:10]([CH3:12])[CH3:11].FC(F)(F)C(OC(=O)C(F)(F)F)=O. Given the product [Cl:33][C:5]1[C:4]([CH2:3][C:2]#[N:1])=[C:9]([N:10]([CH3:12])[CH3:11])[N:8]=[C:7]([CH2:13][C:14]2[CH:19]=[CH:18][C:17]([NH:20][C:21]([C:23]3[CH:32]=[CH:31][C:30]4[C:25](=[CH:26][CH:27]=[CH:28][CH:29]=4)[CH:24]=3)=[O:22])=[CH:16][CH:15]=2)[N:6]=1, predict the reactants needed to synthesize it. (4) Given the product [Cl:1][C:2]1[N:7]=[C:6]([NH:10][C:11]2[C:16]([CH3:17])=[CH:15][C:14](/[CH:18]=[CH:19]/[C:20]#[N:21])=[CH:13][C:12]=2[CH3:22])[CH:5]=[CH:4][N:3]=1, predict the reactants needed to synthesize it. The reactants are: [Cl:1][C:2]1[N:7]=[C:6](Cl)[CH:5]=[CH:4][N:3]=1.Cl.[NH2:10][C:11]1[C:16]([CH3:17])=[CH:15][C:14](/[CH:18]=[CH:19]/[C:20]#[N:21])=[CH:13][C:12]=1[CH3:22].C(N(CC)CC)C.C(OCC)(=O)C. (5) Given the product [C:18]([O:17][C:15]([N:12]1[CH2:13][CH2:14][CH:9]([O:8][C:5]2[CH:6]=[N:7][C:2]([N:25]3[C:26]4[C:31](=[CH:30][C:29]([S:32]([CH3:35])(=[O:34])=[O:33])=[CH:28][CH:27]=4)[C:23]([CH3:22])=[CH:24]3)=[CH:3][CH:4]=2)[CH2:10][CH2:11]1)=[O:16])([CH3:21])([CH3:20])[CH3:19], predict the reactants needed to synthesize it. The reactants are: Cl[C:2]1[N:7]=[CH:6][C:5]([O:8][CH:9]2[CH2:14][CH2:13][N:12]([C:15]([O:17][C:18]([CH3:21])([CH3:20])[CH3:19])=[O:16])[CH2:11][CH2:10]2)=[CH:4][CH:3]=1.[CH3:22][C:23]1[C:31]2[C:26](=[CH:27][CH:28]=[C:29]([S:32]([CH3:35])(=[O:34])=[O:33])[CH:30]=2)[NH:25][CH:24]=1.